This data is from Reaction yield outcomes from USPTO patents with 853,638 reactions. The task is: Predict the reaction yield, written as a fraction of the theoretical maximum amount of product (1.0 means a 100% yield; for example, 0.34 means a 34% yield). (1) The reactants are C([O:3][C:4]([C:6]1[CH:19]=[C:18]2[C:9]([O:10][CH2:11][CH2:12][N:13]3[C:17]2=[N:16][C:15]([C:20]2[N:24]([CH:25]([CH3:27])[CH3:26])[N:23]=[C:22]([CH3:28])[N:21]=2)=[CH:14]3)=[CH:8][N:7]=1)=[CH2:5])C.CC1C=CC(S(O)(=O)=O)=CC=1. The catalyst is CC(C)=O. The product is [CH3:28][C:22]1[N:21]=[C:20]([C:15]2[N:16]=[C:17]3[N:13]([CH:14]=2)[CH2:12][CH2:11][O:10][C:9]2[C:18]3=[CH:19][C:6]([C:4](=[O:3])[CH3:5])=[N:7][CH:8]=2)[N:24]([CH:25]([CH3:27])[CH3:26])[N:23]=1. The yield is 0.740. (2) The reactants are [NH2:1][C:2]1[CH:10]=[C:9]([O:11][CH3:12])[CH:8]=[C:7]([O:13][CH3:14])[C:3]=1[C:4]([NH2:6])=[O:5].[CH:15]([C:17]1[CH:27]=[CH:26][C:20]([O:21][CH2:22][C:23]([NH2:25])=[O:24])=[CH:19][CH:18]=1)=O.S([O-])(O)=O.[Na+].O.C1(C)C=CC(S(O)(=O)=O)=CC=1. The catalyst is CN(C)C(=O)C. The product is [CH3:14][O:13][C:7]1[CH:8]=[C:9]([O:11][CH3:12])[CH:10]=[C:2]2[C:3]=1[C:4](=[O:5])[NH:6][C:15]([C:17]1[CH:27]=[CH:26][C:20]([O:21][CH2:22][C:23]([NH2:25])=[O:24])=[CH:19][CH:18]=1)=[N:1]2. The yield is 0.272. (3) The reactants are [Cl:1][C:2]1[CH:3]=[C:4]([NH:9][C:10]2[C:11]3[C:18]4[CH2:19][CH2:20][C:21]5([CH2:26][C:17]=4[S:16][C:12]=3[N:13]=[CH:14][N:15]=2)OCC[O:22]5)[CH:5]=[CH:6][C:7]=1[F:8]. The catalyst is C(O)(=O)C.O. The product is [Cl:1][C:2]1[CH:3]=[C:4]([NH:9][C:10]2[C:11]3[C:18]4[CH2:19][CH2:20][C:21](=[O:22])[CH2:26][C:17]=4[S:16][C:12]=3[N:13]=[CH:14][N:15]=2)[CH:5]=[CH:6][C:7]=1[F:8]. The yield is 0.980. (4) The reactants are C[O:2][CH:3](OC)[C:4]1[CH:9]=[CH:8][C:7]([CH:10]2[NH:22][C:20]3[C:21]4[C:12](=[N:13][NH:14][C:15](=[O:23])[C:16]=4[CH:17]=[CH:18][CH:19]=3)[CH:11]2[C:24]2[CH:29]=[CH:28][CH:27]=[CH:26][CH:25]=2)=[CH:6][CH:5]=1.C(=O)([O-])[O-].[K+].[K+]. The catalyst is Cl. The product is [O:23]=[C:15]1[C:16]2[CH:17]=[CH:18][CH:19]=[C:20]3[NH:22][CH:10]([C:7]4[CH:6]=[CH:5][C:4]([CH:3]=[O:2])=[CH:9][CH:8]=4)[CH:11]([C:24]4[CH:29]=[CH:28][CH:27]=[CH:26][CH:25]=4)[C:12]([C:21]=23)=[N:13][NH:14]1. The yield is 0.730. (5) The reactants are [Cl:1][C:2]1[CH:3]=[C:4]([N+:9]([O-:11])=[O:10])[CH:5]=[CH:6][C:7]=1F.[SH:12][C:13]1[S:14][CH:15]=[CH:16][N:17]=1. No catalyst specified. The product is [Cl:1][C:2]1[CH:3]=[C:4]([N+:9]([O-:11])=[O:10])[CH:5]=[CH:6][C:7]=1[S:12][C:13]1[S:14][CH:15]=[CH:16][N:17]=1. The yield is 0.650.